Dataset: Forward reaction prediction with 1.9M reactions from USPTO patents (1976-2016). Task: Predict the product of the given reaction. The product is: [CH3:18][O:17][C:14]1[CH:15]=[CH:16][C:11]2[O:10][N:9]=[C:8]([C:5]3[CH:6]=[CH:7][C:2]([C:32]([OH:31])=[O:26])=[CH:3][CH:4]=3)[C:12]=2[CH:13]=1. Given the reactants I[C:2]1[CH:7]=[CH:6][C:5]([C:8]2[C:12]3[CH:13]=[C:14]([O:17][CH3:18])[CH:15]=[CH:16][C:11]=3[O:10][N:9]=2)=[CH:4][CH:3]=1.C([Mg]Cl)(C)C.CS(C)=[O:26].C1[CH2:32][O:31]CC1, predict the reaction product.